Dataset: Experimentally validated miRNA-target interactions with 360,000+ pairs, plus equal number of negative samples. Task: Binary Classification. Given a miRNA mature sequence and a target amino acid sequence, predict their likelihood of interaction. Result: 0 (no interaction). The protein sequence of the target gene is MSRQVVRSSKFRHVFGQPAKADQCYEDVRVSQTTWDSGFCAVNPKFVALICEASGGGAFLVLPLGKTGRVDKNAPTVCGHTAPVLDIAWCPHNDNVIASGSEDCTVMVWEIPDGGLMLPLREPVVTLEGHTKRVGIVAWHTTAQNVLLSAGCDNVIMVWDVGTGAAMLTLGPEVHPDTIYSVDWSRDGGLICTSCRDKRVRIIEPRKGTVVAEKDRPHEGTRPVRAVFVSEGKILTTGFSRMSERQVALWDTKHLEEPLSLQELDTSSGVLLPFFDPDTNIVYLCGKGDSSIRYFEITSE.... The miRNA is hsa-miR-1255b-2-3p with sequence AACCACUUUCUUUGCUCAUCCA.